This data is from Catalyst prediction with 721,799 reactions and 888 catalyst types from USPTO. The task is: Predict which catalyst facilitates the given reaction. (1) Reactant: [C:1](=[O:12])(OC(Cl)(Cl)Cl)OC(Cl)(Cl)Cl.[NH2:13][C:14]1[C:41]([F:42])=[CH:40][C:17]([C:18]([N:20]2[CH2:25][CH2:24][N:23]([CH2:26][C:27]3[CH:28]=[C:29]([CH:37]=[CH:38][CH:39]=3)[C:30]([NH:32][C:33]([CH3:36])([CH3:35])[CH3:34])=[O:31])[CH2:22][CH2:21]2)=[O:19])=[CH:16][C:15]=1[F:43].[CH:44]1([CH2:47][NH2:48])[CH2:46][CH2:45]1.C(N(C(C)C)C(C)C)C. Product: [C:33]([NH:32][C:30](=[O:31])[C:29]1[CH:37]=[CH:38][CH:39]=[C:27]([CH2:26][N:23]2[CH2:22][CH2:21][N:20]([C:18](=[O:19])[C:17]3[CH:40]=[C:41]([F:42])[C:14]([NH:13][C:1]([NH:48][CH2:47][CH:44]4[CH2:46][CH2:45]4)=[O:12])=[C:15]([F:43])[CH:16]=3)[CH2:25][CH2:24]2)[CH:28]=1)([CH3:36])([CH3:35])[CH3:34]. The catalyst class is: 4. (2) Reactant: ClCl.O.C(Cl)Cl.ClCl.[Cl:9][C:10]([Cl:13])([Cl:12])[Cl:11]. The catalyst class is: 366. Product: [CH:10]([Cl:12])([Cl:11])[Cl:9].[Cl:9][C:10]([Cl:13])([Cl:12])[Cl:11]. (3) Reactant: Cl.[NH2:2][C:3]([CH3:9])([CH3:8])[C:4]([O:6][CH3:7])=[O:5].C(N(CC)CC)C.Cl[C:18](Cl)([O:20]C(=O)OC(Cl)(Cl)Cl)Cl. Product: [N:2]([C:3]([CH3:9])([CH3:8])[C:4]([O:6][CH3:7])=[O:5])=[C:18]=[O:20]. The catalyst class is: 1.